From a dataset of Full USPTO retrosynthesis dataset with 1.9M reactions from patents (1976-2016). Predict the reactants needed to synthesize the given product. The reactants are: C([O:3][C:4](=[O:32])[CH2:5][CH:6]([N:10]1[C:14]2[CH:15]=[CH:16][CH:17]=[CH:18][C:13]=2[N:12]([CH2:19][C:20]2[CH:21]=[C:22]([CH3:30])[N:23]3[C:28]=2[C:27]([CH3:29])=[CH:26][CH:25]=[CH:24]3)[C:11]1=[O:31])[CH2:7][CH2:8][CH3:9])C.[Li+].[OH-]. Given the product [CH3:30][C:22]1[N:23]2[C:28]([C:27]([CH3:29])=[CH:26][CH:25]=[CH:24]2)=[C:20]([CH2:19][N:12]2[C:13]3[CH:18]=[CH:17][CH:16]=[CH:15][C:14]=3[N:10]([CH:6]([CH2:7][CH2:8][CH3:9])[CH2:5][C:4]([OH:32])=[O:3])[C:11]2=[O:31])[CH:21]=1, predict the reactants needed to synthesize it.